Dataset: Forward reaction prediction with 1.9M reactions from USPTO patents (1976-2016). Task: Predict the product of the given reaction. (1) Given the reactants Cl.Cl.[NH:3]1[CH2:6][CH:5]([C:7]2[NH:11][C:10]3[CH:12]=[CH:13][C:14]([Cl:16])=[CH:15][C:9]=3[N:8]=2)[CH2:4]1.[Cl:17][C:18]1[N:23]=[C:22](Cl)[C:21]([Cl:25])=[CH:20][N:19]=1.C(N(CC)CC)C.ClCCl, predict the reaction product. The product is: [Cl:16][C:14]1[CH:13]=[CH:12][C:10]2[NH:11][C:7]([CH:5]3[CH2:6][N:3]([C:20]4[C:21]([Cl:25])=[CH:22][N:23]=[C:18]([Cl:17])[N:19]=4)[CH2:4]3)=[N:8][C:9]=2[CH:15]=1. (2) Given the reactants [OH-].[K+].[CH3:3]/[C:4](/[CH:11]=[CH:12]/[CH:13]=[C:14](\[CH3:21])/[CH2:15][CH2:16][CH:17]=[C:18]([CH3:20])[CH3:19])=[CH:5]\[C:6]([O:8]CC)=[O:7], predict the reaction product. The product is: [CH3:3]/[C:4](/[CH:11]=[CH:12]/[CH:13]=[C:14](\[CH3:21])/[CH2:15][CH2:16][CH:17]=[C:18]([CH3:20])[CH3:19])=[CH:5]\[C:6]([OH:8])=[O:7]. (3) Given the reactants [Cl:1][C:2]1[C:3](=[O:36])[N:4]([C:19]2[C:24]([CH3:25])=[CH:23][N:22]=[C:21]([C:26]3[CH:31]=[CH:30][N:29]=[C:28]([C:32]([OH:35])([CH3:34])[CH3:33])[N:27]=3)[CH:20]=2)[C:5]([CH3:18])=[CH:6][C:7]=1[O:8]CC1C=CC(OC)=CC=1.FC(F)(F)C(O)=O, predict the reaction product. The product is: [Cl:1][C:2]1[C:3](=[O:36])[N:4]([C:19]2[C:24]([CH3:25])=[CH:23][N:22]=[C:21]([C:26]3[CH:31]=[CH:30][N:29]=[C:28]([C:32]([OH:35])([CH3:33])[CH3:34])[N:27]=3)[CH:20]=2)[C:5]([CH3:18])=[CH:6][C:7]=1[OH:8]. (4) Given the reactants [N:1]1([C:7]2[N:12]=[CH:11][N:10]=[C:9]([NH:13][C:14]3[CH:15]=[C:16]([CH2:20][S:21]([NH2:24])(=[O:23])=[O:22])[CH:17]=[CH:18][CH:19]=3)[N:8]=2)[CH2:6][CH2:5][CH2:4][CH2:3][CH2:2]1.ClC1N=CN=C(NC2C=C(CS(N)(=O)=O)C=CC=2)N=1.[CH3:44][O:45]C[C@@H]1CCCN1, predict the reaction product. The product is: [CH3:44][O:45][CH2:6][C@@H:5]1[CH2:4][CH2:3][CH2:2][N:1]1[C:7]1[N:12]=[CH:11][N:10]=[C:9]([NH:13][C:14]2[CH:15]=[C:16]([CH2:20][S:21]([NH2:24])(=[O:23])=[O:22])[CH:17]=[CH:18][CH:19]=2)[N:8]=1. (5) Given the reactants [H-].[Na+].[C:3]1([CH2:9][CH2:10][CH:11]=O)[CH:8]=[CH:7][CH:6]=[CH:5][CH:4]=1.[OH2:13].[CH2:14]1[CH2:18][O:17][CH2:16][CH2:15]1.O, predict the reaction product. The product is: [C:3]1([CH2:9][CH2:10]/[CH:11]=[CH:15]/[C:16]([O:17][CH2:18][CH3:14])=[O:13])[CH:4]=[CH:5][CH:6]=[CH:7][CH:8]=1.